Dataset: Catalyst prediction with 721,799 reactions and 888 catalyst types from USPTO. Task: Predict which catalyst facilitates the given reaction. (1) Reactant: [C:1]([O:5][C:6](=[O:25])[NH:7][C@@H:8]([CH2:23][OH:24])[CH2:9][C:10]1[CH:15]=[CH:14][C:13]([C:16]2[CH:21]=[CH:20][CH:19]=[C:18]([Cl:22])[CH:17]=2)=[CH:12][CH:11]=1)([CH3:4])([CH3:3])[CH3:2].CC(OI1(OC(C)=O)(OC(C)=O)OC(=O)C2C=CC=CC1=2)=O. Product: [C:1]([O:5][C:6](=[O:25])[NH:7][C@@H:8]([CH:23]=[O:24])[CH2:9][C:10]1[CH:15]=[CH:14][C:13]([C:16]2[CH:21]=[CH:20][CH:19]=[C:18]([Cl:22])[CH:17]=2)=[CH:12][CH:11]=1)([CH3:2])([CH3:4])[CH3:3]. The catalyst class is: 91. (2) Reactant: [Cl:1][C:2]1[CH:3]=[CH:4][C:5]([O:15][CH2:16][C:17]2[CH:22]=[CH:21][C:20]([F:23])=[CH:19][CH:18]=2)=[C:6]([C:8](=O)[CH2:9][CH2:10][C:11](=O)[CH3:12])[CH:7]=1.[NH2:24][C:25]1[CH:30]=[CH:29][C:28]([S:31]([NH:34][C:35]([C:37]2[CH:42]=[CH:41][CH:40]=[CH:39][CH:38]=2)=[O:36])(=[O:33])=[O:32])=[CH:27][CH:26]=1.C1(C)C=CC(S(O)(=O)=O)=CC=1. Product: [Cl:1][C:2]1[CH:3]=[CH:4][C:5]([O:15][CH2:16][C:17]2[CH:22]=[CH:21][C:20]([F:23])=[CH:19][CH:18]=2)=[C:6]([C:8]2[N:24]([C:25]3[CH:26]=[CH:27][C:28]([S:31]([NH:34][C:35]([C:37]4[CH:38]=[CH:39][CH:40]=[CH:41][CH:42]=4)=[O:36])(=[O:33])=[O:32])=[CH:29][CH:30]=3)[C:11]([CH3:12])=[CH:10][CH:9]=2)[CH:7]=1. The catalyst class is: 11. (3) Reactant: [CH2:1]([O:3][C:4]([C:6]1[C:10]([C:11]2[CH:16]=[CH:15][C:14]([Br:17])=[CH:13][CH:12]=2)=[CH:9][S:8][C:7]=1[NH2:18])=[O:5])[CH3:2].Cl[CH:20]([C:26]([O-])=[O:27])[C:21]([O:23][CH2:24][CH3:25])=[O:22]. Product: [CH2:1]([O:3][C:4]([C:6]1[C:10]([C:11]2[CH:16]=[CH:15][C:14]([Br:17])=[CH:13][CH:12]=2)=[CH:9][S:8][C:7]=1[NH:18][C:26](=[O:27])[CH2:20][C:21]([O:23][CH2:24][CH3:25])=[O:22])=[O:5])[CH3:2]. The catalyst class is: 2.